This data is from Catalyst prediction with 721,799 reactions and 888 catalyst types from USPTO. The task is: Predict which catalyst facilitates the given reaction. (1) Reactant: [CH2:1]([NH:8]/[CH:9]=[CH:10]/[CH2:11][CH3:12])[C:2]1[CH:7]=[CH:6][CH:5]=[CH:4][CH:3]=1.C(N(CC)CC)C.[C:20](OC(=O)C)(=[O:22])[CH3:21]. Product: [CH2:1]([N:8](/[CH:9]=[CH:10]/[CH2:11][CH3:12])[C:20](=[O:22])[CH3:21])[C:2]1[CH:7]=[CH:6][CH:5]=[CH:4][CH:3]=1. The catalyst class is: 11. (2) Reactant: [N+:1]([C:4]1[CH:9]=[CH:8][C:7]([CH2:10][CH2:11][CH2:12][N:13]2[CH:17]=[CH:16][N:15]=[CH:14]2)=[CH:6][CH:5]=1)([O-])=O.[Cl-].[Ca+2].[Cl-]. Product: [N:13]1([CH2:12][CH2:11][CH2:10][C:7]2[CH:8]=[CH:9][C:4]([NH2:1])=[CH:5][CH:6]=2)[CH:17]=[CH:16][N:15]=[CH:14]1. The catalyst class is: 8. (3) Reactant: [Br:1][C:2]1[C:7]([C:8]([OH:10])=[O:9])=[CH:6][N:5]=[CH:4][C:3]=1[Br:11].C(N1C=CN=C1)(N1[CH:18]=[CH:17]N=C1)=O.C(O)C. Product: [CH2:17]([O:9][C:8](=[O:10])[C:7]1[C:2]([Br:1])=[C:3]([Br:11])[CH:4]=[N:5][CH:6]=1)[CH3:18]. The catalyst class is: 115.